From a dataset of Catalyst prediction with 721,799 reactions and 888 catalyst types from USPTO. Predict which catalyst facilitates the given reaction. (1) Reactant: [CH3:1][C:2]1[N:7]=[CH:6][C:5]([CH2:8][OH:9])=[C:4]([CH:10]=O)[C:3]=1[OH:12].[NH2:13][CH2:14][CH2:15][CH2:16][CH2:17][CH2:18][C:19]([OH:21])=[O:20].[BH4-].[Na+]. Product: [OH-:9].[NH4+:7].[OH:12][C:3]1[C:2]([CH3:1])=[N:7][CH:6]=[C:5]([CH2:8][OH:9])[C:4]=1[CH2:10][NH:13][CH2:14][CH2:15][CH2:16][CH2:17][CH2:18][C:19]([OH:21])=[O:20]. The catalyst class is: 5. (2) Reactant: [Cl:1][C:2]1[CH:3]=[CH:4][C:5]([O:15][CH2:16][C:17]2[CH:22]=[CH:21][CH:20]=[C:19]([F:23])[C:18]=2[F:24])=[C:6]([C:8](=O)[CH2:9][CH2:10][C:11](=O)[CH3:12])[CH:7]=1.[NH2:25][C:26]1[CH:27]=[C:28]([CH:32]=[C:33]([Br:35])[CH:34]=1)[C:29]([OH:31])=[O:30].CC1C=CC(S(O)(=O)=O)=CC=1. Product: [Cl:1][C:2]1[CH:3]=[CH:4][C:5]([O:15][CH2:16][C:17]2[CH:22]=[CH:21][CH:20]=[C:19]([F:23])[C:18]=2[F:24])=[C:6]([C:8]2[N:25]([C:26]3[CH:27]=[C:28]([CH:32]=[C:33]([Br:35])[CH:34]=3)[C:29]([OH:31])=[O:30])[C:11]([CH3:12])=[CH:10][CH:9]=2)[CH:7]=1. The catalyst class is: 291.